This data is from Catalyst prediction with 721,799 reactions and 888 catalyst types from USPTO. The task is: Predict which catalyst facilitates the given reaction. (1) Reactant: [NH:1]1[CH:5]=[N:4][CH:3]=[N:2]1.C(O)(=O)C.[Cl:10][C:11]1[CH:12]=[C:13]([CH:30]=[CH:31][C:32]=1[Cl:33])[O:14][C:15]1[C:16](=[O:29])[NH:17][C:18](S(C)(=O)=O)=[N:19][C:20]=1[C:21]([F:24])([F:23])[F:22]. Product: [Cl:10][C:11]1[CH:12]=[C:13]([CH:30]=[CH:31][C:32]=1[Cl:33])[O:14][C:15]1[C:16](=[O:29])[NH:17][C:18]([N:1]2[CH:5]=[N:4][CH:3]=[N:2]2)=[N:19][C:20]=1[C:21]([F:23])([F:22])[F:24]. The catalyst class is: 12. (2) Reactant: [C:1]([S:4][CH2:5][CH2:6][CH2:7][CH2:8][CH:9]([C:14]1[CH:19]=[CH:18][C:17]([C:20]2[CH:25]=[CH:24][C:23]([Cl:26])=[CH:22][CH:21]=2)=[CH:16][CH:15]=1)[O:10]COC)(=[O:3])[CH3:2]. Product: [C:1]([S:4][CH2:5][CH2:6][CH2:7][CH2:8][CH:9]([C:14]1[CH:19]=[CH:18][C:17]([C:20]2[CH:25]=[CH:24][C:23]([Cl:26])=[CH:22][CH:21]=2)=[CH:16][CH:15]=1)[OH:10])(=[O:3])[CH3:2]. The catalyst class is: 393. (3) Reactant: CC1(C)COB([C:8]2[C:9]([F:28])=[CH:10][C:11]([F:27])=[C:12]([C@:14]3([CH3:26])[C:20]([F:22])([F:21])[C:19]([CH3:24])([CH3:23])[O:18][CH2:17][C:16](=[O:25])[NH:15]3)[CH:13]=2)OC1.Cl[C:31]1[O:32][C:33]2[CH:39]=[C:38]([C:40]([F:43])([F:42])[F:41])[CH:37]=[CH:36][C:34]=2[N:35]=1. Product: [F:27][C:11]1[CH:10]=[C:9]([F:28])[C:8]([C:31]2[O:32][C:33]3[CH:39]=[C:38]([C:40]([F:43])([F:42])[F:41])[CH:37]=[CH:36][C:34]=3[N:35]=2)=[CH:13][C:12]=1[C@:14]1([CH3:26])[C:20]([F:22])([F:21])[C:19]([CH3:23])([CH3:24])[O:18][CH2:17][C:16](=[O:25])[NH:15]1. The catalyst class is: 45. (4) Reactant: [Cl:1][C:2]1[CH:21]=[CH:20][C:5]([O:6][C:7]2[CH:16]=[CH:15][C:10]([C:11](OC)=[O:12])=[C:9]([CH2:17][CH2:18][CH3:19])[N:8]=2)=[CH:4][CH:3]=1.[H-].C([Al+]CC(C)C)C(C)C.Cl. Product: [Cl:1][C:2]1[CH:21]=[CH:20][C:5]([O:6][C:7]2[N:8]=[C:9]([CH2:17][CH2:18][CH3:19])[C:10]([CH2:11][OH:12])=[CH:15][CH:16]=2)=[CH:4][CH:3]=1. The catalyst class is: 11. (5) Reactant: C([O:3][P:4]([CH2:9][NH:10][C:11](=[O:38])[CH2:12][CH2:13][C:14]([CH3:37])=[CH:15][CH2:16][C:17]1[C:18]([O:30]CC[Si](C)(C)C)=[C:19]2[C:23](=[C:24]([CH3:28])[C:25]=1[O:26][CH3:27])[CH2:22][O:21][C:20]2=[O:29])(=[O:8])[O:5]CC)C.C[Si](Br)(C)C.N1C(C)=CC=CC=1C. Product: [OH:30][C:18]1[C:17]([CH2:16][CH:15]=[C:14]([CH3:37])[CH2:13][CH2:12][C:11]([NH:10][CH2:9][P:4](=[O:3])([OH:8])[OH:5])=[O:38])=[C:25]([O:26][CH3:27])[C:24]([CH3:28])=[C:23]2[C:19]=1[C:20](=[O:29])[O:21][CH2:22]2. The catalyst class is: 10. (6) Reactant: C[O:2][C:3]([C:5]1[C:29]([O:30][CH2:31][CH3:32])=[CH:28][C:8]2[NH:9][C:10]([C:12]3[C:16]([NH:17][C:18](=[O:27])[C:19]4[C:24]([F:25])=[CH:23][CH:22]=[CH:21][C:20]=4[F:26])=[CH:15][NH:14][N:13]=3)=[N:11][C:7]=2[CH:6]=1)=[O:4]. The catalyst class is: 5. Product: [F:26][C:20]1[CH:21]=[CH:22][CH:23]=[C:24]([F:25])[C:19]=1[C:18]([NH:17][C:16]1[C:12]([C:10]2[NH:9][C:8]3[CH:28]=[C:29]([O:30][CH2:31][CH3:32])[C:5]([C:3]([OH:4])=[O:2])=[CH:6][C:7]=3[N:11]=2)=[N:13][NH:14][CH:15]=1)=[O:27]. (7) Reactant: [CH2:1]1[C:9]2[C:4](=[CH:5][CH:6]=[CH:7][CH:8]=2)[CH2:3][C:2]1([C:13]([OH:15])=[O:14])[C:10]([OH:12])=[O:11].F[C:17](F)(F)[C:18](O)=O. Product: [CH2:17]([O:11][C:10]([C:2]1([C:13]([OH:15])=[O:14])[CH2:3][C:4]2[C:9](=[CH:8][CH:7]=[CH:6][CH:5]=2)[CH2:1]1)=[O:12])[CH3:18]. The catalyst class is: 2. (8) Reactant: [Cl:1][C:2]1[CH:3]=[C:4]([C:7]([O:9][CH3:10])=[O:8])[NH:5][CH:6]=1.[H-].[Na+].Cl[NH2:14]. Product: [NH2:14][N:5]1[CH:6]=[C:2]([Cl:1])[CH:3]=[C:4]1[C:7]([O:9][CH3:10])=[O:8]. The catalyst class is: 31. (9) Reactant: [F:1][CH2:2][C:3]([CH3:10])([CH3:9])[C:4](=[O:8])[C:5]([OH:7])=[O:6].I[CH2:12][CH3:13].C([O-])([O-])=O.[K+].[K+]. Product: [F:1][CH2:2][C:3]([CH3:10])([CH3:9])[C:4](=[O:8])[C:5]([O:7][CH2:12][CH3:13])=[O:6]. The catalyst class is: 31. (10) Reactant: [F:1][C:2]1[CH:3]=[C:4]([CH:14]=[CH:15][C:16]=1[CH:17]([NH:21][C:22]1[CH:23]=[N:24][C:25]([N:28]2[CH:32]=[C:31]([C:33]([F:36])([F:35])[F:34])[CH:30]=[N:29]2)=[CH:26][CH:27]=1)[CH2:18][CH2:19][CH3:20])[C:5]([NH:7][CH2:8][CH2:9][C:10]([O:12]C)=[O:11])=[O:6].[OH-].[Li+].Cl. Product: [F:1][C:2]1[CH:3]=[C:4]([CH:14]=[CH:15][C:16]=1[CH:17]([NH:21][C:22]1[CH:23]=[N:24][C:25]([N:28]2[CH:32]=[C:31]([C:33]([F:35])([F:34])[F:36])[CH:30]=[N:29]2)=[CH:26][CH:27]=1)[CH2:18][CH2:19][CH3:20])[C:5]([NH:7][CH2:8][CH2:9][C:10]([OH:12])=[O:11])=[O:6]. The catalyst class is: 7.